From a dataset of Forward reaction prediction with 1.9M reactions from USPTO patents (1976-2016). Predict the product of the given reaction. (1) Given the reactants [C@@H:1]1([N:10]2[CH:17]=[N:16][C:14]([NH2:15])=[N:13][C:11]2=[O:12])[O:9][C@H:6]([CH2:7][OH:8])[C@@H:4]([OH:5])[C@H:2]1[OH:3].[ClH:18].C(O)(C)C, predict the reaction product. The product is: [ClH:18].[C@@H:1]1([N:10]2[CH:17]=[N:16][C:14]([NH2:15])=[N:13][C:11]2=[O:12])[O:9][C@H:6]([CH2:7][OH:8])[C@@H:4]([OH:5])[C@H:2]1[OH:3]. (2) Given the reactants [CH3:1][C:2]1[N:10]=[C:9]([C:11]2[CH:16]=[CH:15][CH:14]=[C:13]([O:17][C:18]([F:21])([F:20])[F:19])[CH:12]=2)[CH:8]=[C:7]([CH3:22])[C:3]=1[C:4]([OH:6])=O.[N:23]1([CH:28]2[CH2:33][CH2:32][NH:31][CH2:30][CH2:29]2)[CH2:27][CH2:26][CH2:25][CH2:24]1, predict the reaction product. The product is: [CH3:1][C:2]1[C:3]([C:4]([N:31]2[CH2:32][CH2:33][CH:28]([N:23]3[CH2:27][CH2:26][CH2:25][CH2:24]3)[CH2:29][CH2:30]2)=[O:6])=[C:7]([CH3:22])[CH:8]=[C:9]([C:11]2[CH:16]=[CH:15][CH:14]=[C:13]([O:17][C:18]([F:19])([F:20])[F:21])[CH:12]=2)[N:10]=1. (3) Given the reactants S(Cl)(Cl)=O.[Br:5][C:6]1[C:7]([CH3:15])=[C:8]([CH:12]=[CH:13][CH:14]=1)[C:9]([OH:11])=[O:10].[CH2:16]1[CH2:20]OC[CH2:17]1, predict the reaction product. The product is: [CH:16]([O:10][C:9](=[O:11])[C:8]1[CH:12]=[CH:13][CH:14]=[C:6]([Br:5])[C:7]=1[CH3:15])([CH3:20])[CH3:17]. (4) Given the reactants Cl.N1[CH:7]=[CH:6][C:5]([CH2:8][C:9]([OH:11])=[O:10])=[CH:4]C=1.[CH3:12][CH2:13][N:14]([CH2:17][CH3:18])[CH2:15][CH3:16].[CH:19]1(N=C=NC2CCCCC2)[CH2:24]CCC[CH2:20]1.Cl[CH2:35]Cl, predict the reaction product. The product is: [CH3:4][CH:5]1[C:6]2[CH:7]=[C:16]3[C:15]4=[C:19]([CH2:24][CH2:18][CH2:17][N:14]4[CH2:13][CH2:12][CH2:35]3)[C:20]=2[O:11][C:9](=[O:10])[CH2:8]1. (5) Given the reactants [O:1]=[S:2]1(=[O:51])[CH2:7][CH2:6][N:5]([CH2:8][C:9]([NH:11][C@:12]23[CH2:47][CH2:46][C@@H:45]([C:48]([CH3:50])=[CH2:49])[C@@H:13]2[C@@H:14]2[C@@:27]([CH3:30])([CH2:28][CH2:29]3)[C@@:26]3([CH3:31])[C@@H:17]([C@:18]4([CH3:44])[C@@H:23]([CH2:24][CH2:25]3)[C:22]([CH3:33])([CH3:32])[C:21]([C:34]3[CH:43]=[CH:42][C:37]([C:38]([O:40][CH3:41])=[O:39])=[CH:36][CH:35]=3)=[CH:20][CH2:19]4)[CH2:16][CH2:15]2)=O)[CH2:4][CH2:3]1.CCN(C(C)C)C(C)C.[C:61](Cl)(=[O:63])[CH3:62], predict the reaction product. The product is: [C:61]([N:11]([CH2:9][CH2:8][N:5]1[CH2:4][CH2:3][S:2](=[O:51])(=[O:1])[CH2:7][CH2:6]1)[C@:12]12[CH2:47][CH2:46][C@@H:45]([C:48]([CH3:50])=[CH2:49])[C@@H:13]1[C@@H:14]1[C@@:27]([CH3:30])([CH2:28][CH2:29]2)[C@@:26]2([CH3:31])[C@@H:17]([C@:18]3([CH3:44])[C@@H:23]([CH2:24][CH2:25]2)[C:22]([CH3:33])([CH3:32])[C:21]([C:34]2[CH:35]=[CH:36][C:37]([C:38]([O:40][CH3:41])=[O:39])=[CH:42][CH:43]=2)=[CH:20][CH2:19]3)[CH2:16][CH2:15]1)(=[O:63])[CH3:62]. (6) The product is: [NH2:10][C:9]1[S:23][CH:22]=[CH:27][C:8]=1[C:7](=[O:6])[C:11]1[CH:16]=[CH:15][CH:14]=[C:13]([C:17]([F:18])([F:19])[F:20])[CH:12]=1. Given the reactants CN(C=O)C.[O:6]=[C:7]([C:11]1[CH:16]=[CH:15][CH:14]=[C:13]([C:17]([F:20])([F:19])[F:18])[CH:12]=1)[CH2:8][C:9]#[N:10].O[CH:22]1[CH2:27]SC(O)C[S:23]1.C(N(CC)CC)C, predict the reaction product. (7) Given the reactants [CH2:1]([O:8][C:9]1[CH:18]=[CH:17][CH:16]=[C:15]2[C:10]=1[CH2:11][CH2:12][C:13]([CH2:19]O)=[CH:14]2)[C:2]1[CH:7]=[CH:6][CH:5]=[CH:4][CH:3]=1.C1(C)C=CC(S([Cl:30])(=O)=O)=CC=1.C(N(CC)CC)C.O, predict the reaction product. The product is: [CH2:1]([O:8][C:9]1[CH:18]=[CH:17][CH:16]=[C:15]2[C:10]=1[CH2:11][CH2:12][C:13]([CH2:19][Cl:30])=[CH:14]2)[C:2]1[CH:7]=[CH:6][CH:5]=[CH:4][CH:3]=1. (8) Given the reactants [F:1][C:2]1[C:7]([F:8])=[CH:6][CH:5]=[CH:4][C:3]=1[C:9]1[N:17]=[C:12]2[CH:13]=[N:14][NH:15][CH:16]=[C:11]2[N:10]=1.[CH2:18]([O:22][C:23]1[CH:28]=[CH:27][C:26]([C:29]2[CH:33]=[C:32]([CH2:34]Cl)[O:31][N:30]=2)=[CH:25][CH:24]=1)[CH2:19][CH2:20][CH3:21], predict the reaction product. The product is: [CH2:18]([O:22][C:23]1[CH:24]=[CH:25][C:26]([C:29]2[CH:33]=[C:32]([CH2:34][N:14]3[CH:13]=[C:12]4[N:17]=[C:9]([C:3]5[CH:4]=[CH:5][CH:6]=[C:7]([F:8])[C:2]=5[F:1])[N:10]=[C:11]4[CH:16]=[N:15]3)[O:31][N:30]=2)=[CH:27][CH:28]=1)[CH2:19][CH2:20][CH3:21]. (9) Given the reactants [CH3:1][O:2][C:3]([C:5]1[C:13]2[O:12][CH:11]=[C:10]([CH2:14][N:15]3[CH2:20][CH2:19][N:18]([C:21]([O:23][C:24]([CH3:27])([CH3:26])[CH3:25])=[O:22])[CH2:17][CH2:16]3)[C:9]=2[CH:8]=[CH:7][CH:6]=1)=[O:4].C([O-])([O-])=O.[Na+].[Na+], predict the reaction product. The product is: [CH3:1][O:2][C:3]([C:5]1[C:13]2[O:12][CH2:11][CH:10]([CH2:14][N:15]3[CH2:20][CH2:19][N:18]([C:21]([O:23][C:24]([CH3:27])([CH3:26])[CH3:25])=[O:22])[CH2:17][CH2:16]3)[C:9]=2[CH:8]=[CH:7][CH:6]=1)=[O:4]. (10) Given the reactants Br[C:2]1[C:3]([CH3:25])=[CH:4][C:5]2[O:14][CH2:13][CH2:12][N:11]3[C:7](=[N:8][C:9]([C:15]4[N:16]([CH:21]([CH3:23])[CH3:22])[N:17]=[C:18]([CH3:20])[N:19]=4)=[CH:10]3)[C:6]=2[CH:24]=1.[CH:26]([N:29]1[CH2:34][CH2:33][CH:32]([SH:35])[CH2:31][CH2:30]1)([CH3:28])[CH3:27].CC1(C)C2C(=C(P(C3C=CC=CC=3)C3C=CC=CC=3)C=CC=2)OC2C(P(C3C=CC=CC=3)C3C=CC=CC=3)=CC=CC1=2.CCN(C(C)C)C(C)C, predict the reaction product. The product is: [CH:21]([N:16]1[C:15]([C:9]2[N:8]=[C:7]3[N:11]([CH2:12][CH2:13][O:14][C:5]4[CH:4]=[C:3]([CH3:25])[C:2]([S:35][CH:32]5[CH2:33][CH2:34][N:29]([CH:26]([CH3:28])[CH3:27])[CH2:30][CH2:31]5)=[CH:24][C:6]=43)[CH:10]=2)=[N:19][C:18]([CH3:20])=[N:17]1)([CH3:23])[CH3:22].